From a dataset of Choline transporter screen with 302,306 compounds. Binary Classification. Given a drug SMILES string, predict its activity (active/inactive) in a high-throughput screening assay against a specified biological target. The molecule is S(=O)(=O)(N(CCc1ccccc1)CC(=O)NCc1cccnc1)C. The result is 0 (inactive).